From a dataset of Forward reaction prediction with 1.9M reactions from USPTO patents (1976-2016). Predict the product of the given reaction. The product is: [F:1][C:2]([F:25])([F:26])[C:3]1[CH:4]=[C:5]([CH:13]=[O:14])[CH:6]=[C:7]([C:9]([F:10])([F:11])[F:12])[CH:8]=1. Given the reactants [F:1][C:2]([F:26])([F:25])[C:3]1[CH:4]=[C:5]([C:13](C2C=CC([N+]([O-])=O)=C(C)C=2)=[O:14])[CH:6]=[C:7]([C:9]([F:12])([F:11])[F:10])[CH:8]=1, predict the reaction product.